Dataset: Reaction yield outcomes from USPTO patents with 853,638 reactions. Task: Predict the reaction yield, written as a fraction of the theoretical maximum amount of product (1.0 means a 100% yield; for example, 0.34 means a 34% yield). The reactants are [C:1]1([S:7](Cl)(=[O:9])=[O:8])[CH:6]=[CH:5][CH:4]=[CH:3][CH:2]=1.[NH:11]1[C:19]2[C:14](=[CH:15][CH:16]=[CH:17][CH:18]=2)[CH2:13][CH2:12]1.CCN(CC)CC. The catalyst is CN(C1C=CN=CC=1)C.C(Cl)Cl. The product is [C:1]1([S:7]([N:11]2[C:19]3[C:14](=[CH:15][CH:16]=[CH:17][CH:18]=3)[CH2:13][CH2:12]2)(=[O:9])=[O:8])[CH:6]=[CH:5][CH:4]=[CH:3][CH:2]=1. The yield is 0.960.